This data is from Reaction yield outcomes from USPTO patents with 853,638 reactions. The task is: Predict the reaction yield, written as a fraction of the theoretical maximum amount of product (1.0 means a 100% yield; for example, 0.34 means a 34% yield). (1) The reactants are [F:1][C:2]1([F:17])[CH2:16][CH2:15][C:5]2([CH2:9][NH:8][C@H:7]([C:10]([O:12]CC)=[O:11])[CH2:6]2)[CH2:4][CH2:3]1.CN(C(ON1N=NC2C=CC=NC1=2)=[N+](C)C)C.F[P-](F)(F)(F)(F)F.[CH3:42][O:43][C:44]([NH:46][C@H:47]([C:51](O)=[O:52])[CH:48]([CH3:50])[CH3:49])=[O:45].C(N(CC)CC)C. The catalyst is C(Cl)Cl. The product is [F:17][C:2]1([F:1])[CH2:3][CH2:4][C:5]2([CH2:9][N:8]([C:51](=[O:52])[C@H:47]([CH:48]([CH3:49])[CH3:50])[NH:46][C:44]([O:43][CH3:42])=[O:45])[C@H:7]([C:10]([OH:12])=[O:11])[CH2:6]2)[CH2:15][CH2:16]1. The yield is 0.930. (2) The reactants are Cl[C:2]1[N:3]=[C:4]2[C:9](=[CH:10][CH:11]=1)[N:8]=[CH:7][C:6]1[CH:12]=[CH:13][C:14](=[O:26])[N:15]([C:16]3[CH:21]=[CH:20][CH:19]=[C:18]([C:22]([F:25])([F:24])[F:23])[CH:17]=3)[C:5]2=1.[F:27][C:28]([F:40])([F:39])[C:29]1[N:34]=[CH:33][C:32](OB(O)O)=[CH:31][CH:30]=1.CC1(C)C(C)(C)OB(C2C=CC(N)=NC=2)O1. No catalyst specified. The product is [F:23][C:22]([F:25])([F:24])[C:18]1[CH:17]=[C:16]([N:15]2[C:5]3[C:4]4[C:9](=[CH:10][CH:11]=[C:2]([C:32]5[CH:33]=[N:34][C:29]([C:28]([F:40])([F:39])[F:27])=[CH:30][CH:31]=5)[N:3]=4)[N:8]=[CH:7][C:6]=3[CH:12]=[CH:13][C:14]2=[O:26])[CH:21]=[CH:20][CH:19]=1. The yield is 0.526. (3) The reactants are [Cl:1][C:2]1[C:3]([S:14][C:15]2[S:16][C:17]3[CH:23]=[CH:22][C:21]([CH3:24])=[CH:20][C:18]=3[N:19]=2)=[C:4]([C:11](=[O:13])[CH3:12])[CH:5]=[C:6]([N+:8]([O-])=O)[CH:7]=1.[Cl-].[NH4+]. The catalyst is [Fe].CCO.C1COCC1.O. The yield is 0.680. The product is [NH2:8][C:6]1[CH:7]=[C:2]([Cl:1])[C:3]([S:14][C:15]2[S:16][C:17]3[CH:23]=[CH:22][C:21]([CH3:24])=[CH:20][C:18]=3[N:19]=2)=[C:4]([C:11](=[O:13])[CH3:12])[CH:5]=1. (4) The reactants are [C:1]([O:5][C:6]([N:8]1[C:17]2[C:12](=[CH:13][CH:14]=[C:15]([C:18]3[S:19][C:20]([CH2:28][CH2:29][CH2:30]Cl)=[C:21]([C:23]([O:25][CH2:26][CH3:27])=[O:24])[N:22]=3)[CH:16]=2)[CH2:11][CH2:10][CH2:9]1)=[O:7])([CH3:4])([CH3:3])[CH3:2].[Na+].[I-:33]. The catalyst is C(#N)C. The product is [C:1]([O:5][C:6]([N:8]1[C:17]2[C:12](=[CH:13][CH:14]=[C:15]([C:18]3[S:19][C:20]([CH2:28][CH2:29][CH2:30][I:33])=[C:21]([C:23]([O:25][CH2:26][CH3:27])=[O:24])[N:22]=3)[CH:16]=2)[CH2:11][CH2:10][CH2:9]1)=[O:7])([CH3:4])([CH3:3])[CH3:2]. The yield is 0.970.